From a dataset of Forward reaction prediction with 1.9M reactions from USPTO patents (1976-2016). Predict the product of the given reaction. Given the reactants Cl.[F:2][C:3]1[CH:30]=[CH:29][C:6]([CH2:7][NH:8][C:9]([C:11]2[CH:16]=[C:15]([C:17]3[CH2:21][CH:20]([CH:22]4[CH2:27][CH2:26][NH:25][CH2:24][CH2:23]4)[O:19][N:18]=3)[N:14]=[C:13]([CH3:28])[N:12]=2)=[O:10])=[CH:5][C:4]=1[O:31][CH3:32].[C:33](Cl)(=[O:35])[CH3:34], predict the reaction product. The product is: [C:33]([N:25]1[CH2:24][CH2:23][CH:22]([CH:20]2[O:19][N:18]=[C:17]([C:15]3[N:14]=[C:13]([CH3:28])[N:12]=[C:11]([C:9]([NH:8][CH2:7][C:6]4[CH:29]=[CH:30][C:3]([F:2])=[C:4]([O:31][CH3:32])[CH:5]=4)=[O:10])[CH:16]=3)[CH2:21]2)[CH2:27][CH2:26]1)(=[O:35])[CH3:34].